The task is: Regression. Given two drug SMILES strings and cell line genomic features, predict the synergy score measuring deviation from expected non-interaction effect.. This data is from NCI-60 drug combinations with 297,098 pairs across 59 cell lines. Drug 1: CN1C2=C(C=C(C=C2)N(CCCl)CCCl)N=C1CCCC(=O)O.Cl. Drug 2: CC(C)NC(=O)C1=CC=C(C=C1)CNNC.Cl. Cell line: HOP-62. Synergy scores: CSS=-3.48, Synergy_ZIP=0.347, Synergy_Bliss=-5.86, Synergy_Loewe=-3.94, Synergy_HSA=-8.17.